This data is from NCI-60 drug combinations with 297,098 pairs across 59 cell lines. The task is: Regression. Given two drug SMILES strings and cell line genomic features, predict the synergy score measuring deviation from expected non-interaction effect. (1) Drug 1: C1=CC(=CC=C1CC(C(=O)O)N)N(CCCl)CCCl.Cl. Drug 2: CCC1(CC2CC(C3=C(CCN(C2)C1)C4=CC=CC=C4N3)(C5=C(C=C6C(=C5)C78CCN9C7C(C=CC9)(C(C(C8N6C=O)(C(=O)OC)O)OC(=O)C)CC)OC)C(=O)OC)O.OS(=O)(=O)O. Cell line: 786-0. Synergy scores: CSS=7.30, Synergy_ZIP=-0.0154, Synergy_Bliss=1.66, Synergy_Loewe=-1.09, Synergy_HSA=-0.874. (2) Drug 1: C1=CN(C(=O)N=C1N)C2C(C(C(O2)CO)O)O.Cl. Drug 2: C1=NC2=C(N1)C(=S)N=CN2. Cell line: MCF7. Synergy scores: CSS=41.5, Synergy_ZIP=-1.39, Synergy_Bliss=-1.54, Synergy_Loewe=-12.5, Synergy_HSA=-0.686. (3) Drug 1: CC1C(C(=O)NC(C(=O)N2CCCC2C(=O)N(CC(=O)N(C(C(=O)O1)C(C)C)C)C)C(C)C)NC(=O)C3=C4C(=C(C=C3)C)OC5=C(C(=O)C(=C(C5=N4)C(=O)NC6C(OC(=O)C(N(C(=O)CN(C(=O)C7CCCN7C(=O)C(NC6=O)C(C)C)C)C)C(C)C)C)N)C. Drug 2: C1CN(CCN1C(=O)CCBr)C(=O)CCBr. Cell line: HCT116. Synergy scores: CSS=62.6, Synergy_ZIP=3.28, Synergy_Bliss=2.87, Synergy_Loewe=-18.3, Synergy_HSA=-3.36. (4) Drug 2: C(CN)CNCCSP(=O)(O)O. Drug 1: C1CN1C2=NC(=NC(=N2)N3CC3)N4CC4. Synergy scores: CSS=20.0, Synergy_ZIP=-0.549, Synergy_Bliss=7.30, Synergy_Loewe=-9.01, Synergy_HSA=4.24. Cell line: TK-10. (5) Drug 1: CS(=O)(=O)CCNCC1=CC=C(O1)C2=CC3=C(C=C2)N=CN=C3NC4=CC(=C(C=C4)OCC5=CC(=CC=C5)F)Cl. Drug 2: CC1CCCC2(C(O2)CC(NC(=O)CC(C(C(=O)C(C1O)C)(C)C)O)C(=CC3=CSC(=N3)C)C)C. Cell line: UACC-257. Synergy scores: CSS=17.5, Synergy_ZIP=-0.164, Synergy_Bliss=-1.40, Synergy_Loewe=-14.6, Synergy_HSA=-0.355. (6) Drug 1: CC1=CC=C(C=C1)C2=CC(=NN2C3=CC=C(C=C3)S(=O)(=O)N)C(F)(F)F. Drug 2: C1=NC2=C(N=C(N=C2N1C3C(C(C(O3)CO)O)F)Cl)N. Cell line: HT29. Synergy scores: CSS=-6.90, Synergy_ZIP=7.01, Synergy_Bliss=7.82, Synergy_Loewe=3.10, Synergy_HSA=-0.277. (7) Synergy scores: CSS=4.74, Synergy_ZIP=-1.54, Synergy_Bliss=-1.49, Synergy_Loewe=0.522, Synergy_HSA=-0.452. Cell line: EKVX. Drug 1: CCC(=C(C1=CC=CC=C1)C2=CC=C(C=C2)OCCN(C)C)C3=CC=CC=C3.C(C(=O)O)C(CC(=O)O)(C(=O)O)O. Drug 2: C1CN(P(=O)(OC1)NCCCl)CCCl. (8) Drug 1: C1CN(P(=O)(OC1)NCCCl)CCCl. Drug 2: COCCOC1=C(C=C2C(=C1)C(=NC=N2)NC3=CC=CC(=C3)C#C)OCCOC.Cl. Cell line: OVCAR-8. Synergy scores: CSS=2.02, Synergy_ZIP=4.45, Synergy_Bliss=0.889, Synergy_Loewe=-3.33, Synergy_HSA=0.153. (9) Drug 1: C1=CN(C(=O)N=C1N)C2C(C(C(O2)CO)O)O.Cl. Drug 2: CCC1=C2CN3C(=CC4=C(C3=O)COC(=O)C4(CC)O)C2=NC5=C1C=C(C=C5)O. Cell line: OVCAR-5. Synergy scores: CSS=35.4, Synergy_ZIP=-0.648, Synergy_Bliss=1.09, Synergy_Loewe=-1.60, Synergy_HSA=5.12.